Task: Predict the reactants needed to synthesize the given product.. Dataset: Full USPTO retrosynthesis dataset with 1.9M reactions from patents (1976-2016) (1) Given the product [Br:1][C:2]1[CH:7]=[CH:6][C:5]([S:8][CH2:16][C:17]([O:19][CH2:20][CH3:21])=[O:18])=[CH:4][CH:3]=1, predict the reactants needed to synthesize it. The reactants are: [Br:1][C:2]1[CH:7]=[CH:6][C:5]([SH:8])=[CH:4][CH:3]=1.C([O-])([O-])=O.[K+].[K+].Br[CH2:16][C:17]([O:19][CH2:20][CH3:21])=[O:18]. (2) Given the product [C:1]([C:3]1[CH:4]=[N:5][C:6]([CH:14]([F:16])[F:15])=[C:7]([CH:13]=1)[C:8]([OH:10])=[O:9])#[N:2], predict the reactants needed to synthesize it. The reactants are: [C:1]([C:3]1[CH:4]=[N:5][C:6]([CH:14]([F:16])[F:15])=[C:7]([CH:13]=1)[C:8]([O:10]CC)=[O:9])#[N:2].O.O[Li].O.Cl. (3) Given the product [N:29]1([C:28]2[C:23]([O:13][CH2:12][CH2:11][O:10][C:8]3[CH:7]=[CH:6][CH:5]=[C:4]4[C:9]=3[NH:1][CH:2]=[CH:3]4)=[N:24][CH:25]=[CH:26][N:27]=2)[CH2:34][CH2:33][NH:32][CH2:31][CH2:30]1, predict the reactants needed to synthesize it. The reactants are: [NH:1]1[C:9]2[C:4](=[CH:5][CH:6]=[CH:7][C:8]=2[O:10][CH2:11][CH2:12][OH:13])[CH:3]=[CH:2]1.O1CCOCC1.[H-].[Na+].Cl[C:23]1[C:28]([N:29]2[CH2:34][CH2:33][NH:32][CH2:31][CH2:30]2)=[N:27][CH:26]=[CH:25][N:24]=1. (4) Given the product [CH3:35][O:34][C:28]1[C:27]2[CH:26]=[C:25]([C:22]3[N:20]4[N:21]=[C:16]([O:12][CH:4]([CH2:5][C:6]5[CH:7]=[CH:8][CH:9]=[CH:10][CH:11]=5)[CH2:3][NH2:2])[CH:17]=[CH:18][C:19]4=[N:24][CH:23]=3)[O:33][C:32]=2[CH:31]=[CH:30][N:29]=1, predict the reactants needed to synthesize it. The reactants are: Cl.[NH2:2][CH2:3][CH:4]([OH:12])[CH2:5][C:6]1[CH:11]=[CH:10][CH:9]=[CH:8][CH:7]=1.[H-].[Na+].Cl[C:16]1[CH:17]=[CH:18][C:19]2[N:20]([C:22]([C:25]3[O:33][C:32]4[CH:31]=[CH:30][N:29]=[C:28]([O:34][CH3:35])[C:27]=4[CH:26]=3)=[CH:23][N:24]=2)[N:21]=1. (5) Given the product [C:19]([NH:24]/[C:14](=[CH:13]\[O:12][CH3:9])/[C:35]([NH:8][CH2:1][C:2]1[CH:7]=[CH:6][CH:5]=[CH:4][CH:3]=1)=[O:34])(=[O:18])[CH3:20], predict the reactants needed to synthesize it. The reactants are: [CH2:1]([NH2:8])[C:2]1[CH:7]=[CH:6][CH:5]=[CH:4][CH:3]=1.[C:9]([O:12][CH2:13][CH3:14])(=O)C.ClC([O:18][CH2:19][CH:20](C)C)=O.C[N:24]1CCOCC1.C([O:34][CH3:35])(C)(C)C.